Task: Predict the reactants needed to synthesize the given product.. Dataset: Full USPTO retrosynthesis dataset with 1.9M reactions from patents (1976-2016) (1) Given the product [NH2:17][CH:15]=[N:16][C:2]([NH:1][C:4]1[CH:9]=[CH:8][C:7]([O:10][CH3:11])=[C:6]([O:12][CH3:13])[CH:5]=1)=[S:3], predict the reactants needed to synthesize it. The reactants are: [N:1]([C:4]1[CH:9]=[CH:8][C:7]([O:10][CH3:11])=[C:6]([O:12][CH3:13])[CH:5]=1)=[C:2]=[S:3].Cl.[CH:15]([NH2:17])=[NH:16].[OH-].[Na+]. (2) Given the product [CH3:2][C:3]1[CH:8]=[C:7]([CH3:9])[NH:6][C:5](=[O:10])[C:4]=1[CH2:11][NH:12][C:13]([C:15]1[CH:16]=[C:17]([C:31]2[CH:36]=[CH:35][C:34]([CH2:37][N:38]3[CH2:39][CH2:40][O:41][CH2:42][CH2:43]3)=[CH:33][CH:32]=2)[CH:18]=[C:19]([N:22]([CH2:29][CH3:30])[CH:23]2[CH2:24][CH2:25][O:26][CH2:27][CH2:28]2)[C:20]=1[CH3:21])=[O:14], predict the reactants needed to synthesize it. The reactants are: [Br-].[CH3:2][C:3]1[CH:8]=[C:7]([CH3:9])[NH:6][C:5](=[O:10])[C:4]=1[CH2:11][NH:12][C:13]([C:15]1[CH:16]=[C:17]([C:31]2[CH:36]=[CH:35][C:34]([CH2:37][NH+:38]3[CH2:43][CH2:42][O:41][CH2:40][CH2:39]3)=[CH:33][CH:32]=2)[CH:18]=[C:19]([N:22]([CH2:29][CH3:30])[CH:23]2[CH2:28][CH2:27][O:26][CH2:25][CH2:24]2)[C:20]=1[CH3:21])=[O:14].CC(OC)(C)C. (3) Given the product [CH2:1]([C@H:8]1[CH2:12][O:11][C:10](=[O:13])[N:9]1[C:25](=[O:30])[CH2:26][CH2:27][CH:28]=[CH2:29])[C:2]1[CH:3]=[CH:4][CH:5]=[CH:6][CH:7]=1, predict the reactants needed to synthesize it. The reactants are: [CH2:1]([C@H:8]1[CH2:12][O:11][C:10](=[O:13])[NH:9]1)[C:2]1[CH:7]=[CH:6][CH:5]=[CH:4][CH:3]=1.[Li]CCCC.CCCCCC.[C:25](Cl)(=[O:30])[CH2:26][CH2:27][CH:28]=[CH2:29]. (4) Given the product [CH2:14]([S:19][C:2]1[CH:3]=[N:4][CH:5]=[CH:6][C:7]=1[C:8]#[N:9])[CH3:13], predict the reactants needed to synthesize it. The reactants are: Cl[C:2]1[CH:3]=[N:4][CH:5]=[CH:6][C:7]=1[C:8]#[N:9].BrC1C=[CH:13][C:14]([S:19]CC)=C(C=1)C=O.C(=O)([O-])[O-].[K+].[K+].